Dataset: Forward reaction prediction with 1.9M reactions from USPTO patents (1976-2016). Task: Predict the product of the given reaction. (1) Given the reactants [Cl:1][C:2]1[N:12]=[C:11]2[C:5]([N:6]([CH3:14])[C:7](=[O:13])[CH2:8][CH2:9][NH:10]2)=[CH:4][N:3]=1.[H-].[Na+].Cl[CH2:18][CH:19]1[C:23]([CH3:24])=[CH:22][O:21][N:20]1C.[CH3:26]N(C=O)C, predict the reaction product. The product is: [Cl:1][C:2]1[N:12]=[C:11]2[C:5](=[CH:4][N:3]=1)[N:6]([CH3:14])[C:7](=[O:13])[CH2:8][CH2:9][N:10]2[CH2:24][C:23]1[C:19]([CH3:18])=[N:20][O:21][C:22]=1[CH3:26]. (2) Given the reactants [F:1][C:2]([F:13])([F:12])[O:3][C:4]1[CH:11]=[CH:10][CH:9]=[CH:8][C:5]=1[CH2:6]O.NC(N)=S.Cl.C(=O)([O-])[O-].[K+].[K+].C[S:26]([C:29]1[CH2:33][C:32]([CH3:35])([CH3:34])[O:31][N:30]=1)(=O)=O, predict the reaction product. The product is: [F:1][C:2]([F:13])([F:12])[O:3][C:4]1[CH:11]=[CH:10][CH:9]=[CH:8][C:5]=1[CH2:6][S:26][C:29]1[CH2:33][C:32]([CH3:35])([CH3:34])[O:31][N:30]=1. (3) Given the reactants [CH3:1][O:2][C:3]1[CH:8]=[CH:7][C:6]([N+:9]([O-:11])=[O:10])=[C:5]([O:12][CH3:13])[CH:4]=1.[Br:14]Br, predict the reaction product. The product is: [Br:14][C:8]1[CH:7]=[C:6]([N+:9]([O-:11])=[O:10])[C:5]([O:12][CH3:13])=[CH:4][C:3]=1[O:2][CH3:1]. (4) Given the reactants [F:1][C:2]1[CH:7]=[CH:6][CH:5]=[CH:4][C:3]=1[C:8]1[N:9]=[N:10][N:11]([CH3:24])[C:12]=1[CH2:13][O:14][C:15]1[CH:23]=[CH:22][C:18]([C:19]([OH:21])=O)=[CH:17][N:16]=1.C([O-])(=O)C([O-])=O.[CH2:31]1[C:34]2([CH2:37][NH2+:36][CH2:35]2)[CH2:33][O:32]1.[CH2:31]1[C:34]2([CH2:37][NH2+:36][CH2:35]2)[CH2:33][O:32]1, predict the reaction product. The product is: [F:1][C:2]1[CH:7]=[CH:6][CH:5]=[CH:4][C:3]=1[C:8]1[N:9]=[N:10][N:11]([CH3:24])[C:12]=1[CH2:13][O:14][C:15]1[N:16]=[CH:17][C:18]([C:19]([N:36]2[CH2:37][C:34]3([CH2:31][O:32][CH2:33]3)[CH2:35]2)=[O:21])=[CH:22][CH:23]=1. (5) Given the reactants [CH3:1][NH:2][CH2:3][CH2:4][O:5][CH3:6].Cl[CH2:8][C:9]1[N:13]=[C:12]([NH:14][CH2:15][C:16]2[CH:21]=[CH:20][C:19]([O:22][CH3:23])=[CH:18][C:17]=2[O:24][CH3:25])[S:11][N:10]=1.C([O-])([O-])=O.[Cs+].[Cs+], predict the reaction product. The product is: [CH3:25][O:24][C:17]1[CH:18]=[C:19]([O:22][CH3:23])[CH:20]=[CH:21][C:16]=1[CH2:15][NH:14][C:12]1[S:11][N:10]=[C:9]([CH2:8][N:2]([CH2:3][CH2:4][O:5][CH3:6])[CH3:1])[N:13]=1. (6) Given the reactants [F:1][C:2]1[CH:7]=[CH:6][CH:5]=[CH:4][C:3]=1[NH:8][NH2:9].[F:10][C:11]1[CH:16]=[CH:15][CH:14]=[CH:13][C:12]=1[C:17](=O)[CH2:18][C:19](OCC)=[O:20], predict the reaction product. The product is: [F:1][C:2]1[CH:7]=[CH:6][CH:5]=[CH:4][C:3]=1[N:8]1[C:19](=[O:20])[CH2:18][C:17]([C:12]2[CH:13]=[CH:14][CH:15]=[CH:16][C:11]=2[F:10])=[N:9]1. (7) Given the reactants [Cl:1][C:2]1[CH:3]=[C:4]([N:10]2[C:14]([CH3:15])=[C:13]([CH2:16][C:17]3[CH:25]=[CH:24][C:20]([C:21](O)=[O:22])=[CH:19][CH:18]=3)[C:12]([CH3:26])=[N:11]2)[CH:5]=[CH:6][C:7]=1[C:8]#[N:9].[CH:27]([NH2:30])([CH3:29])[CH3:28], predict the reaction product. The product is: [Cl:1][C:2]1[CH:3]=[C:4]([N:10]2[C:14]([CH3:15])=[C:13]([CH2:16][C:17]3[CH:18]=[CH:19][C:20]([C:21]([NH:30][CH:27]([CH3:29])[CH3:28])=[O:22])=[CH:24][CH:25]=3)[C:12]([CH3:26])=[N:11]2)[CH:5]=[CH:6][C:7]=1[C:8]#[N:9].